Dataset: Reaction yield outcomes from USPTO patents with 853,638 reactions. Task: Predict the reaction yield, written as a fraction of the theoretical maximum amount of product (1.0 means a 100% yield; for example, 0.34 means a 34% yield). The reactants are [F:1][C:2]1[C:3]([NH:16][C:17]2[CH:22]=[CH:21][C:20]([I:23])=[CH:19][C:18]=2[F:24])=[C:4]([C:9]([N:11]2[CH2:14][CH:13]([OH:15])[CH2:12]2)=[O:10])[CH:5]=[CH:6][C:7]=1[F:8].CC(OI1(OC(C)=O)(OC(C)=O)OC(=O)C2C=CC=CC1=2)=O.C(OCC)(=O)C. The catalyst is ClCCl. The product is [F:1][C:2]1[C:3]([NH:16][C:17]2[CH:22]=[CH:21][C:20]([I:23])=[CH:19][C:18]=2[F:24])=[C:4]([C:9]([N:11]2[CH2:12][C:13](=[O:15])[CH2:14]2)=[O:10])[CH:5]=[CH:6][C:7]=1[F:8]. The yield is 0.930.